From a dataset of Catalyst prediction with 721,799 reactions and 888 catalyst types from USPTO. Predict which catalyst facilitates the given reaction. (1) Reactant: [Cl:1][C:2]1[CH:3]=[CH:4][C:5]([F:11])=[C:6](B(O)O)[CH:7]=1.C(=O)([O-])[O-].[K+].[K+].[NH2:18][C:19]1[O:20][CH2:21][C:22]2([C:36]3[C:31](=[N:32][CH:33]=[C:34]([O:37][CH2:38][C:39](=[O:41])[CH3:40])[CH:35]=3)[O:30][C:29]3[C:24]2=[CH:25][C:26](Br)=[CH:27][CH:28]=3)[N:23]=1.O1CCOCC1. Product: [NH2:18][C:19]1[O:20][CH2:21][C:22]2([C:36]3[C:31](=[N:32][CH:33]=[C:34]([O:37][CH2:38][C:39](=[O:41])[CH3:40])[CH:35]=3)[O:30][C:29]3[C:24]2=[CH:25][C:26]([C:6]2[CH:7]=[C:2]([Cl:1])[CH:3]=[CH:4][C:5]=2[F:11])=[CH:27][CH:28]=3)[N:23]=1. The catalyst class is: 103. (2) Reactant: Br[C:2]1[CH:3]=[C:4]2[C:8](=[CH:9][CH:10]=1)[CH:7]([O:11][C:12]1[CH:17]=[CH:16][C:15]([C@H:18]([C:24]#[C:25][CH3:26])[CH2:19][C:20]([O:22][CH3:23])=[O:21])=[CH:14][CH:13]=1)[CH2:6][CH2:5]2.[CH2:27]([O:29][C:30]1[CH:31]=[C:32](B(O)O)[CH:33]=[CH:34][CH:35]=1)[CH3:28].[F-].[Cs+]. Product: [CH2:27]([O:29][C:30]1[CH:35]=[C:34]([C:2]2[CH:3]=[C:4]3[C:8](=[CH:9][CH:10]=2)[CH:7]([O:11][C:12]2[CH:13]=[CH:14][C:15]([C@H:18]([C:24]#[C:25][CH3:26])[CH2:19][C:20]([O:22][CH3:23])=[O:21])=[CH:16][CH:17]=2)[CH2:6][CH2:5]3)[CH:33]=[CH:32][CH:31]=1)[CH3:28]. The catalyst class is: 104. (3) Reactant: [NH2:1][C:2]1[C:10]([CH3:11])=[CH:9][C:8]([F:12])=[CH:7][C:3]=1[C:4]([NH2:6])=[O:5].[C:13]1(=O)[O:19][C:17](=[O:18])[CH2:16][CH2:15][CH2:14]1. Product: [F:12][C:8]1[CH:7]=[C:3]2[C:2](=[C:10]([CH3:11])[CH:9]=1)[N:1]=[C:13]([CH2:14][CH2:15][CH2:16][C:17]([OH:19])=[O:18])[NH:6][C:4]2=[O:5]. The catalyst class is: 11. (4) Reactant: [C:1]([O:5][C:6]([NH:8][CH:9]([C:13]1[CH:18]=[CH:17][CH:16]=[CH:15][CH:14]=1)[C:10]([OH:12])=[O:11])=[O:7])([CH3:4])([CH3:3])[CH3:2].CN(C(ON1N=NC2C=CC=CC1=2)=[N+](C)C)C.F[P-](F)(F)(F)(F)F.O[C:44]1[CH:45]=[CH:46][C:47]([CH:50]=[C:51]2[NH:56][C:55](=[O:57])[C:54](=[CH:58][CH2:59][C:60]3[CH:65]=[CH:64][CH:63]=[CH:62]C=3)[NH:53][C:52]2=[O:66])=[N:48][CH:49]=1. Product: [C:1]([O:5][C:6]([NH:8][CH:9]([C:13]1[CH:18]=[CH:17][CH:16]=[CH:15][CH:14]=1)[C:10]([O:12][C:44]1[CH:49]=[N:48][C:47](/[CH:50]=[C:51]2\[NH:56][C:55](=[O:57])/[C:54](=[CH:58]/[C:59]3[CH:60]=[CH:65][CH:64]=[CH:63][CH:62]=3)/[NH:53][C:52]\2=[O:66])=[CH:46][CH:45]=1)=[O:11])=[O:7])([CH3:4])([CH3:2])[CH3:3]. The catalyst class is: 3. (5) Reactant: [OH:1][C:2]1[C:7]([CH3:8])=[CH:6][C:5]([N:9]=[CH:10][N:11]([CH3:13])[CH3:12])=[C:4]([CH3:14])[CH:3]=1.[H-].[Na+].Br[CH2:18][CH:19]=[C:20]([CH3:22])[CH3:21].C(OCC)C. Product: [CH3:14][C:4]1[CH:3]=[C:2]([O:1][CH2:18][CH:19]=[C:20]([CH3:22])[CH3:21])[C:7]([CH3:8])=[CH:6][C:5]=1[N:9]=[CH:10][N:11]([CH3:12])[CH3:13]. The catalyst class is: 7. (6) Reactant: [Cl:1][C:2]1[C:11]([OH:12])=[C:10]([OH:13])[CH:9]=[C:8]2[C:3]=1[CH2:4][CH2:5][NH:6][C:7]2=[O:14].[C:15](=[O:18])([O-])[O-].[K+].[K+].Cl[CH2:22][C:23]1[CH:28]=[CH:27][C:26]([O:29][CH3:30])=[CH:25][CH:24]=1. Product: [Cl:1][C:2]1[C:11]([O:12][CH2:22][C:23]2[CH:28]=[CH:27][C:26]([O:29][CH3:30])=[CH:25][CH:24]=2)=[C:10]([O:13][CH2:4][C:3]2[CH:8]=[CH:9][C:10]([O:18][CH3:15])=[CH:11][CH:2]=2)[CH:9]=[C:8]2[C:3]=1[CH2:4][CH2:5][NH:6][C:7]2=[O:14]. The catalyst class is: 9.